From a dataset of Catalyst prediction with 721,799 reactions and 888 catalyst types from USPTO. Predict which catalyst facilitates the given reaction. (1) Reactant: [Br:1][C:2]1[C:3]([NH:9][CH3:10])=[N:4][C:5](Cl)=[N:6][CH:7]=1.[CH3:11][N:12]1[C:16]([CH3:17])=[C:15]([NH2:18])[CH:14]=[N:13]1.C(O)(C(F)(F)F)=O. The catalyst class is: 141. Product: [Br:1][C:2]1[C:3]([NH:9][CH3:10])=[N:4][C:5]([NH:18][C:15]2[CH:14]=[N:13][N:12]([CH3:11])[C:16]=2[CH3:17])=[N:6][CH:7]=1. (2) Reactant: [Br:1]Br.C([NH:7][S:8]([C:11]1[C:20]2[CH2:19][CH2:18][CH2:17][CH2:16][C:15]=2[C:14]([C:21]2[C:25]([CH3:26])=[CH:24][S:23][C:22]=2[C:27]([O:29][CH3:30])=[O:28])=[CH:13][CH:12]=1)(=[O:10])=[O:9])(C)(C)C. Product: [Br:1][C:24]1[S:23][C:22]([C:27]([O:29][CH3:30])=[O:28])=[C:21]([C:14]2[C:15]3[CH2:16][CH2:17][CH2:18][CH2:19][C:20]=3[C:11]([S:8](=[O:10])(=[O:9])[NH2:7])=[CH:12][CH:13]=2)[C:25]=1[CH3:26]. The catalyst class is: 4. (3) Reactant: C([O:4][CH:5]1[CH2:10][CH2:9][N:8]([C:11]2[N:15]3[CH:16]=[C:17]([O:20][C@H:21]4[C:30]5[C:25](=[CH:26][CH:27]=[CH:28][CH:29]=5)[C@@H:24]([NH:31][C:32]([NH:34][C:35]5[N:36]([C:44]6[CH:49]=[CH:48][C:47]([CH2:50][OH:51])=[CH:46][CH:45]=6)[N:37]=[C:38]([C:40]([CH3:43])([CH3:42])[CH3:41])[CH:39]=5)=[O:33])[CH2:23][CH2:22]4)[CH:18]=[CH:19][C:14]3=[N:13][N:12]=2)[CH2:7][CH2:6]1)C=C.CN1C(=O)CC(=O)N(C)C1=O. Product: [C:40]([C:38]1[CH:39]=[C:35]([NH:34][C:32]([NH:31][C@@H:24]2[C:25]3[C:30](=[CH:29][CH:28]=[CH:27][CH:26]=3)[C@H:21]([O:20][C:17]3[CH:18]=[CH:19][C:14]4[N:15]([C:11]([N:8]5[CH2:9][CH2:10][CH:5]([OH:4])[CH2:6][CH2:7]5)=[N:12][N:13]=4)[CH:16]=3)[CH2:22][CH2:23]2)=[O:33])[N:36]([C:44]2[CH:49]=[CH:48][C:47]([CH2:50][OH:51])=[CH:46][CH:45]=2)[N:37]=1)([CH3:43])([CH3:41])[CH3:42]. The catalyst class is: 532. (4) The catalyst class is: 11. Product: [Cl:1][C:2]1[CH:7]=[CH:6][C:5]([C:8]([CH:16]2[CH2:18][CH2:17]2)([C:31]2[C:30]3[C:34](=[C:26]([CH2:25][S:24][CH3:23])[CH:27]=[CH:28][CH:29]=3)[NH:33][CH:32]=2)[CH2:9][C:10]([O:12][CH2:13][CH3:14])=[O:11])=[CH:4][CH:3]=1. Reactant: [Cl:1][C:2]1[CH:7]=[CH:6][C:5]([C:8]([CH:16]2[CH2:18][CH2:17]2)(O)[CH2:9][C:10]([O:12][CH2:13][CH3:14])=[O:11])=[CH:4][CH:3]=1.[Cl-].[In+3].[Cl-].[Cl-].[CH3:23][S:24][CH2:25][C:26]1[CH:27]=[CH:28][CH:29]=[C:30]2[C:34]=1[NH:33][CH:32]=[CH:31]2. (5) Reactant: [CH3:1][N:2]([CH3:32])[CH2:3][CH2:4][CH2:5][NH:6]C(C1C=C(C2C=CC(CSCCOC3C=CC=CC=3)=CC=2)C=CC=1)=O.[O:33]([CH2:40][CH2:41][S:42][CH2:43][C:44]1[CH:49]=[CH:48][CH:47]=[CH:46][C:45]=1[C:50]1[CH:55]=[CH:54][CH:53]=[C:52]([C:56](O)=[O:57])[CH:51]=1)[C:34]1[CH:39]=[CH:38][CH:37]=[CH:36][CH:35]=1.CN(C)CCCN. Product: [CH3:1][N:2]([CH3:32])[CH2:3][CH2:4][CH2:5][NH:6][C:56]([C:52]1[CH:51]=[C:50]([C:45]2[CH:46]=[CH:47][CH:48]=[CH:49][C:44]=2[CH2:43][S:42][CH2:41][CH2:40][O:33][C:34]2[CH:35]=[CH:36][CH:37]=[CH:38][CH:39]=2)[CH:55]=[CH:54][CH:53]=1)=[O:57]. The catalyst class is: 1. (6) The catalyst class is: 8. Product: [C:8]([C:12]1[NH:13][C:14]2[C:27]3[CH:26]=[N:25][NH:24][C:23](=[O:28])[C:22]=3[C:21]3[C:16](=[CH:17][CH:18]=[C:19]([F:30])[CH:20]=3)[C:15]=2[N:31]=1)([CH3:11])([CH3:9])[CH3:10]. Reactant: OC(C(F)(F)F)=O.[C:8]([C:12]1[NH:13][C:14]2[C:27]3[CH:26]=[N:25][N:24]=[C:23]([O:28]C)[C:22]=3[C:21]3[C:16](=[CH:17][CH:18]=[C:19]([F:30])[CH:20]=3)[C:15]=2[N:31]=1)([CH3:11])([CH3:10])[CH3:9].Cl.[OH-].[Na+]. (7) Reactant: [C:1]([O:5][C:6]([N:8]1[CH2:13][CH2:12][N:11]([CH2:14][C:15]2[CH:20]=[CH:19][CH:18]=[CH:17][CH:16]=2)[CH:10]([CH2:21]OS(C)(=O)=O)[CH2:9]1)=[O:7])([CH3:4])([CH3:3])[CH3:2].[N:27]1([Na])[CH:31]=[CH:30][N:29]=[CH:28]1.O. Product: [C:1]([O:5][C:6]([N:8]1[CH2:13][CH2:12][N:11]([CH2:14][C:15]2[CH:20]=[CH:19][CH:18]=[CH:17][CH:16]=2)[CH:10]([CH2:21][N:27]2[CH:31]=[CH:30][N:29]=[CH:28]2)[CH2:9]1)=[O:7])([CH3:4])([CH3:3])[CH3:2]. The catalyst class is: 3. (8) Reactant: I[C:2]1[C:10]2[C:5](=[N:6][CH:7]=[C:8]([C:11]3[CH:12]=[C:13]([C:17]([N:19]4[CH2:24][CH2:23][O:22][CH2:21][CH2:20]4)=[O:18])[CH:14]=[CH:15][CH:16]=3)[CH:9]=2)[N:4]([CH2:25][O:26][CH2:27][CH2:28][Si:29]([CH3:32])([CH3:31])[CH3:30])[N:3]=1.[CH3:33][N:34]([CH3:46])[C:35]([C:37]1[CH:38]=[C:39](B(O)O)[CH:40]=[CH:41][CH:42]=1)=[O:36].ClCCl.C(=O)([O-])[O-].[Na+].[Na+]. Product: [CH3:33][N:34]([CH3:46])[C:35](=[O:36])[C:37]1[CH:42]=[CH:41][CH:40]=[C:39]([C:2]2[C:10]3[C:5](=[N:6][CH:7]=[C:8]([C:11]4[CH:16]=[CH:15][CH:14]=[C:13]([C:17]([N:19]5[CH2:24][CH2:23][O:22][CH2:21][CH2:20]5)=[O:18])[CH:12]=4)[CH:9]=3)[N:4]([CH2:25][O:26][CH2:27][CH2:28][Si:29]([CH3:32])([CH3:31])[CH3:30])[N:3]=2)[CH:38]=1. The catalyst class is: 47.